Task: Predict the reactants needed to synthesize the given product.. Dataset: Full USPTO retrosynthesis dataset with 1.9M reactions from patents (1976-2016) Given the product [C:9]([C:8]1([C:7]([O:13][C:14]([CH3:17])([CH3:16])[CH3:15])=[O:12])[CH2:5][CH2:4][CH2:3][CH2:2]1)(=[O:10])[CH3:11], predict the reactants needed to synthesize it. The reactants are: Br[CH2:2][CH2:3][CH2:4][CH2:5]Br.[C:7]([O:13][C:14]([CH3:17])([CH3:16])[CH3:15])(=[O:12])[CH2:8][C:9]([CH3:11])=[O:10].